Dataset: Reaction yield outcomes from USPTO patents with 853,638 reactions. Task: Predict the reaction yield, written as a fraction of the theoretical maximum amount of product (1.0 means a 100% yield; for example, 0.34 means a 34% yield). The reactants are [NH2:1][C:2]1[CH2:6][CH2:5][CH:4]([CH2:7][CH3:8])[C:3]=1[C:9]([O:11]C)=O.C([O-])=O.[NH4+].[CH:17]([NH2:19])=O. No catalyst specified. The product is [CH2:7]([CH:4]1[C:3]2[C:9]([OH:11])=[N:19][CH:17]=[N:1][C:2]=2[CH2:6][CH2:5]1)[CH3:8]. The yield is 0.719.